From a dataset of Forward reaction prediction with 1.9M reactions from USPTO patents (1976-2016). Predict the product of the given reaction. (1) Given the reactants [N:1]1([CH2:7][CH2:8][NH:9][C:10]([C:12]2[CH:17]=[CH:16][C:15]([N:18]3[C:22]([CH2:23][CH2:24][CH3:25])=[C:21]([C:26]([OH:28])=O)[N:20]=[N:19]3)=[CH:14][CH:13]=2)=[O:11])[CH2:6][CH2:5][CH2:4][CH2:3][CH2:2]1.C1C=C[C:32]2N(O)N=[N:35][C:33]=2[CH:34]=1.C1(N)CC1.CCN=C=NCCCN(C)C, predict the reaction product. The product is: [CH:33]1([NH:35][C:26]([C:21]2[N:20]=[N:19][N:18]([C:15]3[CH:14]=[CH:13][C:12]([C:10]([NH:9][CH2:8][CH2:7][N:1]4[CH2:6][CH2:5][CH2:4][CH2:3][CH2:2]4)=[O:11])=[CH:17][CH:16]=3)[C:22]=2[CH2:23][CH2:24][CH3:25])=[O:28])[CH2:34][CH2:32]1. (2) Given the reactants [Br:1][C:2]1[CH:10]=[CH:9][CH:8]=[C:7]2[C:3]=1[CH:4]=[CH:5][N:6]2[C@@H:11]1[O:28][C@H:27]([CH2:29][O:30]C(=O)C)[C@@H:22]([O:23]C(=O)C)[C@H:17]([O:18]C(=O)C)[C@H:12]1[O:13]C(=O)C.[Br:34][C:35]1[CH:43]=[CH:42][C:38]([C:39](Cl)=O)=[CH:37][CH:36]=1, predict the reaction product. The product is: [Br:1][C:2]1[CH:10]=[CH:9][CH:8]=[C:7]2[C:3]=1[C:4]([CH2:39][C:38]1[CH:42]=[CH:43][C:35]([Br:34])=[CH:36][CH:37]=1)=[CH:5][N:6]2[C@@H:11]1[O:28][C@H:27]([CH2:29][OH:30])[C@@H:22]([OH:23])[C@H:17]([OH:18])[C@H:12]1[OH:13]. (3) The product is: [Cl:22][C:4]1[CH:3]=[C:2](/[CH:25]=[CH:24]/[C:23]([O:27][C:28]([CH3:31])([CH3:30])[CH3:29])=[O:26])[CH:7]=[CH:6][C:5]=1[C:8](=[C:16]1[CH2:21][CH2:20][CH2:19][CH2:18][CH2:17]1)[C:9]1[CH:14]=[CH:13][C:12]([OH:15])=[CH:11][CH:10]=1. Given the reactants Br[C:2]1[CH:7]=[CH:6][C:5]([C:8](=[C:16]2[CH2:21][CH2:20][CH2:19][CH2:18][CH2:17]2)[C:9]2[CH:14]=[CH:13][C:12]([OH:15])=[CH:11][CH:10]=2)=[C:4]([Cl:22])[CH:3]=1.[C:23]([O:27][C:28]([CH3:31])([CH3:30])[CH3:29])(=[O:26])[CH:24]=[CH2:25].CC1C=CC=CC=1P(C1C=CC=CC=1C)C1C=CC=CC=1C.CCN(CC)CC, predict the reaction product. (4) Given the reactants [C:1]([C:5]([C:8]([C:11]([O:14][CH2:15][C:16]([C:19](F)=[O:20])([F:18])[F:17])([F:13])[F:12])([F:10])[F:9])([F:7])[F:6])([F:4])([F:3])[F:2].S(=O)(=O)(O)[OH:23], predict the reaction product. The product is: [C:1]([C:5]([C:8]([C:11]([O:14][CH2:15][C:16]([C:19]([OH:23])=[O:20])([F:17])[F:18])([F:13])[F:12])([F:9])[F:10])([F:6])[F:7])([F:3])([F:2])[F:4]. (5) Given the reactants Cl.Cl.[CH2:3]1[C:12]2[C:7](=[CH:8][CH:9]=[N:10][CH:11]=2)[CH2:6][CH2:5][N:4]1[C:13]1[CH:19]=[CH:18][C:16]([NH2:17])=[CH:15][CH:14]=1.C(N(CC)C(C)C)(C)C.[C:29]1([CH3:38])[CH:34]=[CH:33][CH:32]=[C:31]([N:35]=[C:36]=[O:37])[CH:30]=1, predict the reaction product. The product is: [CH2:3]1[C:12]2[C:7](=[CH:8][CH:9]=[N:10][CH:11]=2)[CH2:6][CH2:5][N:4]1[C:13]1[CH:19]=[CH:18][C:16]([NH:17][C:36]([NH:35][C:31]2[CH:32]=[CH:33][CH:34]=[C:29]([CH3:38])[CH:30]=2)=[O:37])=[CH:15][CH:14]=1. (6) Given the reactants [Br:1][C:2]1[CH:3]=[C:4]([C:17]([C:19]2[CH:24]=[CH:23][CH:22]=[CH:21][N:20]=2)=O)[CH:5]=[C:6]([C:8](C)(C)[O:9][SiH2]C(C)(C)C)[CH:7]=1.NN.C(C1C=C(C(C2C(O)=C3C(C=CC=N3)=C(C)C=2)=O)C=CC=1)C1C=CC=CC=1.[OH-].[K+].Cl, predict the reaction product. The product is: [Br:1][C:2]1[CH:7]=[C:6]([CH2:8][OH:9])[CH:5]=[C:4]([CH2:17][C:19]2[CH:24]=[CH:23][CH:22]=[CH:21][N:20]=2)[CH:3]=1. (7) The product is: [OH:7][CH2:6][CH2:5][CH2:4][CH2:3][CH2:2][NH:1][CH:8]=[O:9]. Given the reactants [NH2:1][CH2:2][CH2:3][CH2:4][CH2:5][CH2:6][OH:7].[CH:8](OCC)=[O:9], predict the reaction product.